This data is from Peptide-MHC class II binding affinity with 134,281 pairs from IEDB. The task is: Regression. Given a peptide amino acid sequence and an MHC pseudo amino acid sequence, predict their binding affinity value. This is MHC class II binding data. (1) The peptide sequence is LCQVFADATPTGWGL. The binding affinity (normalized) is 0.427. The MHC is DRB1_0401 with pseudo-sequence DRB1_0401. (2) The peptide sequence is LQYGWKTWGKNLVFS. The MHC is HLA-DQA10501-DQB10303 with pseudo-sequence HLA-DQA10501-DQB10303. The binding affinity (normalized) is 0.423. (3) The peptide sequence is AVKPAAEEVKVIPAG. The MHC is DRB1_1501 with pseudo-sequence DRB1_1501. The binding affinity (normalized) is 0.181. (4) The peptide sequence is SAIQGNVTSIHSLLD. The MHC is HLA-DPA10301-DPB10402 with pseudo-sequence HLA-DPA10301-DPB10402. The binding affinity (normalized) is 0.146. (5) The MHC is DRB1_0701 with pseudo-sequence DRB1_0701. The peptide sequence is KKEGNTSLLWNGPMAVS. The binding affinity (normalized) is 0.584. (6) The peptide sequence is LERLQRKHGGMLVRNPL. The MHC is DRB1_0701 with pseudo-sequence DRB1_0701. The binding affinity (normalized) is 0.540.